This data is from Forward reaction prediction with 1.9M reactions from USPTO patents (1976-2016). The task is: Predict the product of the given reaction. Given the reactants C(OC([N:8]1[CH2:13][CH2:12][CH2:11][CH:10]([CH2:14][NH:15][C:16]2[CH:25]=[CH:24][CH:23]=[C:22]3[C:17]=2[CH:18]=[CH:19][N:20]=[CH:21]3)[CH2:9]1)=O)(C)(C)C.[ClH:26].CO, predict the reaction product. The product is: [ClH:26].[CH:21]1[C:22]2[C:17](=[C:16]([NH:15][CH2:14][CH:10]3[CH2:11][CH2:12][CH2:13][NH:8][CH2:9]3)[CH:25]=[CH:24][CH:23]=2)[CH:18]=[CH:19][N:20]=1.